Dataset: Reaction yield outcomes from USPTO patents with 853,638 reactions. Task: Predict the reaction yield, written as a fraction of the theoretical maximum amount of product (1.0 means a 100% yield; for example, 0.34 means a 34% yield). (1) The reactants are [F:1][C:2]([F:16])([F:15])[C:3]1[CH:4]=[C:5]([N:9]2[CH2:14][CH2:13][NH:12][CH2:11][CH2:10]2)[CH:6]=[CH:7][CH:8]=1.[CH3:17][C:18]1[CH:23]=[CH:22][C:21]([S:24](Cl)(=[O:26])=[O:25])=[CH:20][CH:19]=1.C(N(C(C)C)CC)(C)C. The catalyst is ClCCl. The product is [CH3:17][C:18]1[CH:23]=[CH:22][C:21]([S:24]([N:12]2[CH2:13][CH2:14][N:9]([C:5]3[CH:6]=[CH:7][CH:8]=[C:3]([C:2]([F:1])([F:15])[F:16])[CH:4]=3)[CH2:10][CH2:11]2)(=[O:26])=[O:25])=[CH:20][CH:19]=1. The yield is 0.810. (2) The reactants are C[O:2][C:3]([C:5]1[CH:10]=[CH:9][C:8]([NH:11][CH2:12][C:13]2[CH:14]=[N:15][CH:16]=[CH:17][CH:18]=2)=[CH:7][CH:6]=1)=O.CC(C[AlH]CC(C)C)C.CO. The catalyst is C1COCC1.CCOCC.[C@H](O)(C([O-])=O)[C@@H](O)C([O-])=O.[Na+].[K+]. The product is [OH:2][CH2:3][C:5]1[CH:6]=[CH:7][C:8]([NH:11][CH2:12][C:13]2[CH:14]=[N:15][CH:16]=[CH:17][CH:18]=2)=[CH:9][CH:10]=1. The yield is 0.950. (3) The reactants are C1C=CC(P(C2C=CC3C(=CC=CC=3)C=2C2C3C(=CC=CC=3)C=CC=2P(C2C=CC=CC=2)C2C=CC=CC=2)C2C=CC=CC=2)=CC=1.[C:47]1([C:53]#[C:54][C:55]([O:57][CH:58](/[CH:60]=[CH:61]\[CH3:62])[CH3:59])=[O:56])[CH:52]=[CH:51][CH:50]=[CH:49][CH:48]=1. The catalyst is ClCCCl.C1CC=CCCC=C1.C1CC=CCCC=C1.[Cl-].[Cl-].[Rh].[Rh].[Ag]. The product is [CH:53](=[C:54]1/[C:55](=[O:56])[O:57][C@@H:58]([CH3:59])[C@@H:60]/1[CH:61]=[CH2:62])/[C:47]1[CH:52]=[CH:51][CH:50]=[CH:49][CH:48]=1. The yield is 0.580. (4) The reactants are NC1C=CC(OC)=C(O)C=1.IC1C=CC(S(Cl)(=O)=O)=CC=1.[O:22]1[CH2:27]C[O:25][C:24]2[CH:28]=[C:29]([NH:32][S:33]([C:36]3[CH:41]=[CH:40][C:39]([I:42])=[CH:38][CH:37]=3)(=[O:35])=[O:34])[CH:30]=[CH:31][C:23]1=2. The catalyst is N1C=CC=CC=1. The product is [OH:25][C:24]1[CH:28]=[C:29]([NH:32][S:33]([C:36]2[CH:41]=[CH:40][C:39]([I:42])=[CH:38][CH:37]=2)(=[O:35])=[O:34])[CH:30]=[CH:31][C:23]=1[O:22][CH3:27]. The yield is 0.750. (5) The reactants are [Cl:1][C:2]1[CH:7]=[CH:6][C:5]([O:8][CH3:9])=[CH:4][C:3]=1[NH:10][C:11]1[C:12]([NH:21][S:22]([C:25]2[CH:30]=[CH:29][CH:28]=[C:27]([C:31]#N)[CH:26]=2)(=[O:24])=[O:23])=[N:13][C:14]2[C:19]([N:20]=1)=[CH:18][CH:17]=[CH:16][CH:15]=2.O1CCOCC1.[OH-:39].[Na+].Cl.C[OH:43]. The catalyst is C(OCC)(=O)C. The product is [Cl:1][C:2]1[CH:7]=[CH:6][C:5]([O:8][CH3:9])=[CH:4][C:3]=1[NH:10][C:11]1[C:12]([NH:21][S:22]([C:25]2[CH:26]=[C:27]([CH:28]=[CH:29][CH:30]=2)[C:31]([OH:43])=[O:39])(=[O:24])=[O:23])=[N:13][C:14]2[C:19]([N:20]=1)=[CH:18][CH:17]=[CH:16][CH:15]=2. The yield is 0.940. (6) The reactants are [F:1][C:2]1[CH:3]=[C:4]2[C:9](=[CH:10][CH:11]=1)[CH:8]=[C:7]([CH2:12]O)[CH:6]=[CH:5]2.P(Br)(Br)[Br:15]. The catalyst is C(Cl)Cl. The product is [Br:15][CH2:12][C:7]1[CH:6]=[CH:5][C:4]2[C:9](=[CH:10][CH:11]=[C:2]([F:1])[CH:3]=2)[CH:8]=1. The yield is 0.740. (7) The reactants are Cl.[OH:2][CH:3]([CH2:7][C:8]1[CH:13]=[CH:12][CH:11]=[CH:10][CH:9]=1)[C:4]([OH:6])=[O:5].[C:14]([O-])(O)=O.[Na+]. The catalyst is CO. The product is [CH3:14][O:5][C:4](=[O:6])[CH:3]([OH:2])[CH2:7][C:8]1[CH:13]=[CH:12][CH:11]=[CH:10][CH:9]=1. The yield is 0.900.